Dataset: Full USPTO retrosynthesis dataset with 1.9M reactions from patents (1976-2016). Task: Predict the reactants needed to synthesize the given product. Given the product [Cl:30][C:27]1[CH:28]=[CH:29][C:24]([C:22]2[CH:23]=[C:19]([CH2:18][O:17][C:14]3[CH:15]=[C:16]4[C:11]([CH:10]=[CH:9][N:8]4[CH2:7][C:6]([OH:32])=[O:5])=[CH:12][CH:13]=3)[N:20]([CH3:31])[N:21]=2)=[CH:25][CH:26]=1, predict the reactants needed to synthesize it. The reactants are: C([O:5][C:6](=[O:32])[CH2:7][N:8]1[C:16]2[C:11](=[CH:12][CH:13]=[C:14]([O:17][CH2:18][C:19]3[N:20]([CH3:31])[N:21]=[C:22]([C:24]4[CH:29]=[CH:28][C:27]([Cl:30])=[CH:26][CH:25]=4)[CH:23]=3)[CH:15]=2)[CH:10]=[CH:9]1)(C)(C)C.[Li+].[OH-].